From a dataset of Reaction yield outcomes from USPTO patents with 853,638 reactions. Predict the reaction yield, written as a fraction of the theoretical maximum amount of product (1.0 means a 100% yield; for example, 0.34 means a 34% yield). (1) The reactants are [OH-].[Na+].[CH2:3]([O:7][C:8]1[CH:13]=[C:12](/[CH:14]=[C:15](\[CH3:21])/[C:16]([O:18]CC)=[O:17])[CH:11]=[CH:10][C:9]=1[C:22]1[CH:27]=[CH:26][CH:25]=[C:24]([N:28]([CH3:39])[C:29]([NH:31][CH2:32][CH2:33][CH2:34][CH2:35][CH2:36][CH2:37][CH3:38])=[O:30])[CH:23]=1)[CH2:4][CH2:5][CH3:6]. The catalyst is C(O)C.O1CCCC1. The product is [CH2:3]([O:7][C:8]1[CH:13]=[C:12](/[CH:14]=[C:15](\[CH3:21])/[C:16]([OH:18])=[O:17])[CH:11]=[CH:10][C:9]=1[C:22]1[CH:27]=[CH:26][CH:25]=[C:24]([N:28]([CH3:39])[C:29]([NH:31][CH2:32][CH2:33][CH2:34][CH2:35][CH2:36][CH2:37][CH3:38])=[O:30])[CH:23]=1)[CH2:4][CH2:5][CH3:6]. The yield is 0.850. (2) The reactants are [CH2:1]([O:8][C:9]([N:11]1[CH2:15][CH:14]2[CH:16]([O:19]C(=O)C3C=CC=CC=3)[CH2:17][CH2:18][CH:13]2[CH2:12]1)=[O:10])[C:2]1[CH:7]=[CH:6][CH:5]=[CH:4][CH:3]=1.C[O-].[Na+]. The product is [CH2:1]([O:8][C:9]([N:11]1[CH2:15][CH:14]2[CH:16]([OH:19])[CH2:17][CH2:18][CH:13]2[CH2:12]1)=[O:10])[C:2]1[CH:7]=[CH:6][CH:5]=[CH:4][CH:3]=1. The catalyst is CO. The yield is 0.730. (3) The reactants are [Cl:1][C:2]1[C:3]([N+:11]([O-:13])=[O:12])=[CH:4][C:5](C)=[C:6]([CH:9]=1)C#N.[CH3:14][C:15]([OH:17])=[O:16]. The catalyst is O.S(=O)(=O)(O)O. The product is [Cl:1][C:2]1[C:3]([N+:11]([O-:13])=[O:12])=[CH:4][C:5]([CH3:6])=[C:14]([CH:9]=1)[C:15]([OH:17])=[O:16]. The yield is 0.840. (4) The reactants are [CH2:1]([O:4][C:5]1([CH3:46])[CH2:10][CH2:9][N:8]([C:11]2[N:16]3[N:17]=[C:18]([CH2:20][O:21][CH2:22][C:23]4[CH:28]=[CH:27][C:26]([F:29])=[CH:25][C:24]=4[CH2:30][CH2:31]C=C)[CH:19]=[C:15]3[N:14]=[C:13]([CH3:34])[C:12]=2[C@H:35]([O:41][C:42]([CH3:45])([CH3:44])[CH3:43])[C:36]([O:38][CH2:39][CH3:40])=[O:37])[CH2:7][CH2:6]1)[CH:2]=[CH2:3].[BH4-].[Na+]. The catalyst is C(Cl)Cl.O. The product is [C:42]([O:41][C@@H:35]([C:12]1[C:13]([CH3:34])=[N:14][C:15]2=[CH:19][C:18]3=[N:17][N:16]2[C:11]=1[N:8]1[CH2:9][CH2:10][C:5]([CH3:46])([O:4][CH2:1][CH2:2][CH2:3][CH2:31][CH2:30][C:24]2[CH:25]=[C:26]([F:29])[CH:27]=[CH:28][C:23]=2[CH2:22][O:21][CH2:20]3)[CH2:6][CH2:7]1)[C:36]([O:38][CH2:39][CH3:40])=[O:37])([CH3:44])([CH3:45])[CH3:43]. The yield is 0.750. (5) The reactants are [NH:1]([C:3]1[CH:10]=[CH:9][C:6]([C:7]#[N:8])=[C:5]([NH:11][CH:12]2[CH2:17][CH2:16][O:15][CH2:14][CH2:13]2)[CH:4]=1)[NH2:2].C(O[C:21](=[C:23]([C:26]#[N:27])[C:24]#[N:25])[CH3:22])C. The catalyst is C(O)C. The product is [NH2:27][C:26]1[N:1]([C:3]2[CH:10]=[CH:9][C:6]([C:7]#[N:8])=[C:5]([NH:11][CH:12]3[CH2:17][CH2:16][O:15][CH2:14][CH2:13]3)[CH:4]=2)[N:2]=[C:21]([CH3:22])[C:23]=1[C:24]#[N:25]. The yield is 0.580.